This data is from Full USPTO retrosynthesis dataset with 1.9M reactions from patents (1976-2016). The task is: Predict the reactants needed to synthesize the given product. (1) Given the product [NH2:26][C:5]1[CH:4]=[C:3]([C:9]2[CH:14]=[CH:13][CH:12]=[C:11]([NH:15][CH2:16][C:17]3([C:23]#[N:24])[CH2:22][CH2:21][O:20][CH2:19][CH2:18]3)[N:10]=2)[C:2]([Cl:1])=[CH:7][N:6]=1, predict the reactants needed to synthesize it. The reactants are: [Cl:1][C:2]1[C:3]([C:9]2[CH:14]=[CH:13][CH:12]=[C:11]([NH:15][CH2:16][C:17]3([C:23]#[N:24])[CH2:22][CH2:21][O:20][CH2:19][CH2:18]3)[N:10]=2)=[CH:4][C:5](F)=[N:6][CH:7]=1.[OH-].[NH4+:26]. (2) Given the product [N:10]1[CH:11]=[CH:12][C:7]([C@H:4]2[CH2:5][CH2:6][N:1]([C:18]([O:20][C:21]([CH3:22])([CH3:23])[CH3:24])=[O:19])[CH2:2][C@H:3]2[C:13]([O:15][CH2:16][CH3:17])=[O:14])=[CH:8][CH:9]=1, predict the reactants needed to synthesize it. The reactants are: [N:1]1([C:18]([O:20][C:21]([CH3:24])([CH3:23])[CH3:22])=[O:19])[CH2:6][CH2:5][C:4]([C:7]2[CH:12]=[CH:11][N:10]=[CH:9][CH:8]=2)=[C:3]([C:13]([O:15][CH2:16][CH3:17])=[O:14])[CH2:2]1.[Mg]. (3) Given the product [CH3:12][O:13][C:2]1[CH:7]=[C:6]([NH2:8])[C:5]([N+:9]([O-:11])=[O:10])=[CH:4][N:3]=1, predict the reactants needed to synthesize it. The reactants are: Cl[C:2]1[CH:7]=[C:6]([NH2:8])[C:5]([N+:9]([O-:11])=[O:10])=[CH:4][N:3]=1.[CH3:12][O-:13].[Na+]. (4) Given the product [F:63][C:57]1[CH:58]=[CH:59][C:60]([CH3:62])=[CH:61][C:56]=1[C:54]1[O:53][N:52]=[C:51]([CH2:50][N:32]2[CH2:33][CH2:34][CH:35]([N:38]3[C:43]4[CH:44]=[CH:45][CH:46]=[CH:47][C:42]=4[CH2:41][O:40][C:39]3=[O:48])[CH2:36][CH2:37]2)[N:55]=1, predict the reactants needed to synthesize it. The reactants are: ClC1C=C(C2ON=C(CN3CCC(N4C5C=CC=CC=5COC4=O)CC3)N=2)C=CC=1.Cl.[NH:32]1[CH2:37][CH2:36][CH:35]([N:38]2[C:43]3[CH:44]=[CH:45][CH:46]=[CH:47][C:42]=3[CH2:41][O:40][C:39]2=[O:48])[CH2:34][CH2:33]1.Cl[CH2:50][C:51]1[N:55]=[C:54]([C:56]2[CH:61]=[C:60]([CH3:62])[CH:59]=[CH:58][C:57]=2[F:63])[O:53][N:52]=1.CCN(C(C)C)C(C)C.C(=O)([O-])[O-].[K+].[K+]. (5) Given the product [Cl:1][C:2]1[CH:3]=[C:4](/[CH:5]=[C:6]2/[C:7](=[O:23])[N:11]3[CH:12]=[C:13]([C:14]4[CH:15]=[CH:16][C:17]([C:18]([N:34]5[CH2:35][CH2:36][CH:31]([F:30])[CH2:32][CH2:33]5)=[O:19])=[CH:21][CH:22]=4)[N:8]=[C:9]3[S:10]/2)[CH:24]=[C:25]([O:28][CH3:29])[C:26]=1[OH:27], predict the reactants needed to synthesize it. The reactants are: [Cl:1][C:2]1[CH:3]=[C:4]([CH:24]=[C:25]([O:28][CH3:29])[C:26]=1[OH:27])/[CH:5]=[C:6]1/[C:7](=[O:23])[N:8]2[C:13]([C:14]3[CH:22]=[CH:21][C:17]([C:18](O)=[O:19])=[CH:16][CH:15]=3)=[CH:12][N:11]=[C:9]2[S:10]/1.[F:30][CH:31]1[CH2:36][CH2:35][NH:34][CH2:33][CH2:32]1. (6) Given the product [NH2:31][CH2:30][CH2:29][N:8]1[C:9]2[C:5](=[CH:4][CH:3]=[C:2]([Cl:1])[CH:10]=2)[C:6]([C:11]([N:13]2[CH2:14][CH2:15][CH:16]([C:19]3[C:27]4[O:26][CH2:25][CH2:24][C:23]=4[CH:22]=[CH:21][CH:20]=3)[CH2:17][CH2:18]2)=[O:12])=[CH:7]1, predict the reactants needed to synthesize it. The reactants are: [Cl:1][C:2]1[CH:10]=[C:9]2[C:5]([C:6]([C:11]([N:13]3[CH2:18][CH2:17][CH:16]([C:19]4[C:27]5[O:26][CH2:25][CH2:24][C:23]=5[CH:22]=[CH:21][CH:20]=4)[CH2:15][CH2:14]3)=[O:12])=[CH:7][NH:8]2)=[CH:4][CH:3]=1.Cl[CH2:29][CH2:30][NH2:31]. (7) Given the product [Cl:40][CH:7]([C:6]1[C:2]([CH3:1])=[N:3][O:4][C:5]=1[CH3:37])[C:8]1[O:9][C:10]2[CH:16]=[CH:15][C:14]([CH2:17][C:18]([NH:20][CH:21]([C:28]3[CH:33]=[CH:32][C:31]([CH3:34])=[CH:30][C:29]=3[CH3:35])[C:22]3[CH:23]=[CH:24][CH:25]=[CH:26][CH:27]=3)=[O:19])=[CH:13][C:11]=2[CH:12]=1, predict the reactants needed to synthesize it. The reactants are: [CH3:1][C:2]1[C:6]([CH:7](O)[C:8]2[O:9][C:10]3[CH:16]=[CH:15][C:14]([CH2:17][C:18]([NH:20][CH:21]([C:28]4[CH:33]=[CH:32][C:31]([CH3:34])=[CH:30][C:29]=4[CH3:35])[C:22]4[CH:27]=[CH:26][CH:25]=[CH:24][CH:23]=4)=[O:19])=[CH:13][C:11]=3[CH:12]=2)=[C:5]([CH3:37])[O:4][N:3]=1.O=S(Cl)[Cl:40]. (8) The reactants are: [N:1]1[CH:6]=[CH:5][CH:4]=[CH:3][C:2]=1[C:7]([OH:9])=O.CCN=C=NCCCN(C)C.C1C=CC2N(O)N=NC=2C=1.[NH2:31][CH2:32][CH:33]([OH:45])[CH2:34][N:35]1[CH2:44][CH2:43][C:42]2[C:37](=[CH:38][CH:39]=[CH:40][CH:41]=2)[CH2:36]1. Given the product [CH2:36]1[C:37]2[C:42](=[CH:41][CH:40]=[CH:39][CH:38]=2)[CH2:43][CH2:44][N:35]1[CH2:34][CH:33]([OH:45])[CH2:32][NH:31][C:7](=[O:9])[C:2]1[CH:3]=[CH:4][CH:5]=[CH:6][N:1]=1, predict the reactants needed to synthesize it. (9) Given the product [C:2]([C:4]1[NH:5][C:6]2[C:12]([O:13][CH3:14])=[CH:11][CH:10]=[CH:9][C:7]=2[N:8]=1)(=[O:1])[CH3:3], predict the reactants needed to synthesize it. The reactants are: [OH:1][CH:2]([C:4]1[NH:5][C:6]2[C:12]([O:13][CH3:14])=[CH:11][CH:10]=[CH:9][C:7]=2[N:8]=1)[CH3:3]. (10) Given the product [C:16]([NH:20][C:21]([NH:1][CH2:2][CH:3]1[CH2:8][CH2:7][N:6]([C:9]([O:11][C:12]([CH3:15])([CH3:14])[CH3:13])=[O:10])[CH2:5][CH2:4]1)=[O:22])([CH3:19])([CH3:18])[CH3:17], predict the reactants needed to synthesize it. The reactants are: [NH2:1][CH2:2][CH:3]1[CH2:8][CH2:7][N:6]([C:9]([O:11][C:12]([CH3:15])([CH3:14])[CH3:13])=[O:10])[CH2:5][CH2:4]1.[C:16]([N:20]=[C:21]=[O:22])([CH3:19])([CH3:18])[CH3:17].